From a dataset of Full USPTO retrosynthesis dataset with 1.9M reactions from patents (1976-2016). Predict the reactants needed to synthesize the given product. (1) Given the product [ClH:45].[OH:43][C@@H:30]([C@@H:20]1[CH2:19][C:18]2[CH:44]=[C:14]([CH:15]=[CH:16][CH:17]=2)[O:13][CH2:12][CH2:11][CH2:10][CH2:9][NH:8][C:27]2[CH:28]=[C:23]([CH:24]=[CH:25][CH:26]=2)[C:22](=[O:29])[NH:21]1)[CH2:31][NH:32][CH2:33][C:34]1[CH:39]=[CH:38][CH:37]=[C:36]([CH:40]([CH3:41])[CH3:42])[CH:35]=1, predict the reactants needed to synthesize it. The reactants are: C(OC([N:8]1[C:27]2[CH:28]=[C:23]([CH:24]=[CH:25][CH:26]=2)[C:22](=[O:29])[NH:21][C@H:20]([C@H:30]([OH:43])[CH2:31][NH:32][CH2:33][C:34]2[CH:39]=[CH:38][CH:37]=[C:36]([CH:40]([CH3:42])[CH3:41])[CH:35]=2)[CH2:19][C:18]2[CH:44]=[C:14]([CH:15]=[CH:16][CH:17]=2)[O:13][CH2:12][CH2:11][CH2:10][CH2:9]1)=O)(C)(C)C.[ClH:45]. (2) Given the product [O:2]1[C:6]2[CH:7]=[CH:8][CH:9]=[C:10]([CH:11]3[CH2:16][CH2:15][N:14]([CH2:17][CH2:18][C@H:19]4[CH2:20][CH2:21][C@H:22]([NH:25][C:33](=[O:34])[CH2:32][C@@H:27]5[CH2:28][CH2:29][CH2:30][CH2:31][O:26]5)[CH2:23][CH2:24]4)[CH2:13][CH2:12]3)[C:5]=2[O:4][CH2:3]1, predict the reactants needed to synthesize it. The reactants are: Cl.[O:2]1[C:6]2[CH:7]=[CH:8][CH:9]=[C:10]([CH:11]3[CH2:16][CH2:15][N:14]([CH2:17][CH2:18][C@H:19]4[CH2:24][CH2:23][C@H:22]([NH2:25])[CH2:21][CH2:20]4)[CH2:13][CH2:12]3)[C:5]=2[O:4][CH2:3]1.[O:26]1[CH2:31][CH2:30][CH2:29][CH2:28][C@H:27]1[CH2:32][C:33](O)=[O:34]. (3) Given the product [Cl:11][C:12]1[CH:20]=[C:19]2[C:15]([C:16]([C:4]3[CH:5]=[CH:6][C:7]([CH3:8])=[C:2]([CH3:1])[CH:3]=3)([OH:22])[C:17](=[O:21])[NH:18]2)=[CH:14][CH:13]=1, predict the reactants needed to synthesize it. The reactants are: [CH3:1][C:2]1[CH:3]=[C:4]([Mg]Br)[CH:5]=[CH:6][C:7]=1[CH3:8].[Cl:11][C:12]1[CH:20]=[C:19]2[C:15]([C:16](=[O:22])[C:17](=[O:21])[NH:18]2)=[CH:14][CH:13]=1. (4) Given the product [Br:24][C:4]1[N:5]([C:17]2[CH:22]=[CH:21][CH:20]=[C:19]([F:23])[CH:18]=2)[C:6]([C:7]2[C:8]([F:16])=[CH:9][C:10]([O:14][CH3:15])=[CH:11][C:12]=2[F:13])=[C:2]([Cl:1])[N:3]=1, predict the reactants needed to synthesize it. The reactants are: [Cl:1][C:2]1[N:3]=[CH:4][N:5]([C:17]2[CH:22]=[CH:21][CH:20]=[C:19]([F:23])[CH:18]=2)[C:6]=1[C:7]1[C:12]([F:13])=[CH:11][C:10]([O:14][CH3:15])=[CH:9][C:8]=1[F:16].[Br:24]N1C(=O)CCC1=O.